The task is: Predict which catalyst facilitates the given reaction.. This data is from Catalyst prediction with 721,799 reactions and 888 catalyst types from USPTO. (1) Reactant: [NH2:1][C:2]1[C:7]([CH:8]=O)=[CH:6][CH:5]=[CH:4][N:3]=1.[CH3:10][C:11]([CH3:13])=O.N1CCCCC1. Product: [CH3:13][C:11]1[CH:10]=[CH:8][C:7]2[C:2](=[N:3][CH:4]=[CH:5][CH:6]=2)[N:1]=1. The catalyst class is: 8. (2) Reactant: [C:1]([O:5][C:6]([N:8]1[CH2:13][C@H:12]([CH2:14][N:15]2[CH2:20][CH2:19][O:18][CH2:17][C@H:16]2[CH3:21])[N:11]([CH2:22][C:23]([OH:25])=O)[CH2:10][C@H:9]1[CH3:26])=[O:7])([CH3:4])([CH3:3])[CH3:2].C(N1C=CN=C1)(N1C=CN=C1)=O.[F:39][C:40]1[CH:57]=[C:56]([F:58])[CH:55]=[CH:54][C:41]=1[CH2:42][C:43]1[CH:44]=[C:45]2[NH:51][CH2:50][C:49]([CH3:53])([CH3:52])[C:46]2=[N:47][CH:48]=1. Product: [C:1]([O:5][C:6]([N:8]1[CH2:13][C@H:12]([CH2:14][N:15]2[CH2:20][CH2:19][O:18][CH2:17][C@H:16]2[CH3:21])[N:11]([CH2:22][C:23]([N:51]2[C:45]3[C:46](=[N:47][CH:48]=[C:43]([CH2:42][C:41]4[CH:54]=[CH:55][C:56]([F:58])=[CH:57][C:40]=4[F:39])[CH:44]=3)[C:49]([CH3:53])([CH3:52])[CH2:50]2)=[O:25])[CH2:10][C@H:9]1[CH3:26])=[O:7])([CH3:3])([CH3:4])[CH3:2]. The catalyst class is: 2. (3) Reactant: Cl.C(OC([N:9]1[CH2:14][CH2:13][C:12]([C:16]2[S:17][CH:18]=[C:19]([C:21]3[C:22]([O:36][CH:37]4[CH2:40][CH2:39][CH2:38]4)=[C:23]4[C:28](=[CH:29][CH:30]=3)[N:27]([C:31]([O:33][CH3:34])=[O:32])[C@@H:26]([CH3:35])[CH2:25][CH2:24]4)[N:20]=2)([OH:15])[CH2:11][CH2:10]1)=O)(C)(C)C. Product: [CH:37]1([O:36][C:22]2[C:21]([C:19]3[N:20]=[C:16]([C:12]4([OH:15])[CH2:11][CH2:10][NH:9][CH2:14][CH2:13]4)[S:17][CH:18]=3)=[CH:30][CH:29]=[C:28]3[C:23]=2[CH2:24][CH2:25][C@H:26]([CH3:35])[N:27]3[C:31]([O:33][CH3:34])=[O:32])[CH2:38][CH2:39][CH2:40]1. The catalyst class is: 12. (4) The catalyst class is: 20. Product: [Na+:68].[CH3:32][C:30]1[CH:31]=[C:26]([CH:27]=[C:28]([CH3:61])[C:29]=1[S:33]([N:36]1[C:40]2[CH:41]=[CH:42][CH:43]=[CH:44][C:39]=2[N:38]=[C:37]1[S:45]([CH2:47][C:48]1[C:53]([CH3:54])=[C:52]([O:55][CH2:56][C:57]([F:58])([F:59])[F:60])[CH:51]=[CH:50][N:49]=1)=[O:46])(=[O:35])=[O:34])[O:25][CH2:24][C:23]([NH:22][CH2:21][CH2:20][CH2:19][CH2:18][CH2:17][C:16]([O-:63])=[O:15])=[O:62]. Reactant: [N+](C1C=C(S(CC[O:15][C:16](=[O:63])[CH2:17][CH2:18][CH2:19][CH2:20][CH2:21][NH:22][C:23](=[O:62])[CH2:24][O:25][C:26]2[CH:31]=[C:30]([CH3:32])[C:29]([S:33]([N:36]3[C:40]4[CH:41]=[CH:42][CH:43]=[CH:44][C:39]=4[N:38]=[C:37]3[S:45]([CH2:47][C:48]3[C:53]([CH3:54])=[C:52]([O:55][CH2:56][C:57]([F:60])([F:59])[F:58])[CH:51]=[CH:50][N:49]=3)=[O:46])(=[O:35])=[O:34])=[C:28]([CH3:61])[CH:27]=2)(=O)=O)C=CC=1)([O-])=O.C([O-])(O)=O.[Na+:68].